Dataset: Forward reaction prediction with 1.9M reactions from USPTO patents (1976-2016). Task: Predict the product of the given reaction. (1) The product is: [CH3:8][S:9]([O:32][CH2:31][CH2:30][O:29][N:28]=[C:26]([C:23]1[CH:24]=[CH:25][C:20]([C:17]2[CH:16]=[CH:15][C:14]([F:13])=[CH:19][CH:18]=2)=[CH:21][CH:22]=1)[CH3:27])(=[O:11])=[O:10]. Given the reactants C(N(CC)CC)C.[CH3:8][S:9](Cl)(=[O:11])=[O:10].[F:13][C:14]1[CH:19]=[CH:18][C:17]([C:20]2[CH:25]=[CH:24][C:23]([C:26](=[N:28][O:29][CH2:30][CH2:31][OH:32])[CH3:27])=[CH:22][CH:21]=2)=[CH:16][CH:15]=1, predict the reaction product. (2) Given the reactants Br[C:2]1[CH:3]=[CH:4][C:5](=[O:24])[N:6]([CH2:8][CH:9]([O:11][C:12]2[C:21]3[C:16](=[CH:17][C:18]([O:22][CH3:23])=[CH:19][CH:20]=3)[N:15]=[CH:14][CH:13]=2)[CH3:10])[CH:7]=1.[S:25]1[CH:29]=[CH:28][CH:27]=[C:26]1B(O)O.C([O-])([O-])=O.[Na+].[Na+], predict the reaction product. The product is: [CH3:23][O:22][C:18]1[CH:17]=[C:16]2[C:21]([C:12]([O:11][CH:9]([CH3:10])[CH2:8][N:6]3[CH:7]=[C:2]([C:26]4[S:25][CH:29]=[CH:28][CH:27]=4)[CH:3]=[CH:4][C:5]3=[O:24])=[CH:13][CH:14]=[N:15]2)=[CH:20][CH:19]=1. (3) Given the reactants [Cl:1][C:2]1[CH:3]=[C:4]([N:9]2[C:13]3=[N:14][CH:15]=[CH:16][C:17](I)=[C:12]3[CH:11]=[N:10]2)[CH:5]=[C:6]([F:8])[CH:7]=1.CC1(C)C(C)(C)[O:23][B:22](B2OC(C)(C)C(C)(C)O2)[O:21]1.C([O-])(=O)C.[K+].C(Cl)Cl, predict the reaction product. The product is: [Cl:1][C:2]1[CH:3]=[C:4]([N:9]2[C:13]3=[N:14][CH:15]=[CH:16][C:17]([B:22]([OH:23])[OH:21])=[C:12]3[CH:11]=[N:10]2)[CH:5]=[C:6]([F:8])[CH:7]=1. (4) Given the reactants [C:1]([O:5][C:6]([N:8]1[C@@H:12]([CH2:13][F:14])[C@@H:11]([C:15]2[CH:20]=[CH:19][C:18]([S:21][CH3:22])=[CH:17][CH:16]=2)[O:10][C:9]1([CH3:24])[CH3:23])=[O:7])([CH3:4])([CH3:3])[CH3:2].C([O-])([O-])=[O:26].[K+].[K+].C1C=C(Cl)C=C(C(OO)=O)C=1, predict the reaction product. The product is: [C:1]([O:5][C:6]([N:8]1[C@@H:12]([CH2:13][F:14])[C@@H:11]([C:15]2[CH:16]=[CH:17][C:18]([S:21]([CH3:22])=[O:26])=[CH:19][CH:20]=2)[O:10][C:9]1([CH3:24])[CH3:23])=[O:7])([CH3:4])([CH3:3])[CH3:2]. (5) The product is: [CH:1]1([C:4]2[O:9][C:8]([CH:10]3[CH2:15][CH2:14][N:13]([C:16]([O:18][C:19]([CH3:22])([CH3:21])[CH3:20])=[O:17])[CH2:12][CH2:11]3)=[N:7][N:6]=2)[CH2:3][CH2:2]1. Given the reactants [CH:1]1([C:4]([NH:6][NH:7][C:8]([CH:10]2[CH2:15][CH2:14][N:13]([C:16]([O:18][C:19]([CH3:22])([CH3:21])[CH3:20])=[O:17])[CH2:12][CH2:11]2)=[O:9])=O)[CH2:3][CH2:2]1.CC[N+](S(N=C(OC)[O-])(=O)=O)(CC)CC, predict the reaction product.